This data is from Full USPTO retrosynthesis dataset with 1.9M reactions from patents (1976-2016). The task is: Predict the reactants needed to synthesize the given product. (1) Given the product [F:20][C:21]1[CH:33]=[CH:32][C:24]([C:25]([NH:27][N:28]([C:17](=[O:19])/[CH:16]=[CH:15]/[C:8]2[C:9]3[C:14](=[CH:13][CH:12]=[CH:11][CH:10]=3)[N:6]([CH2:1][CH2:2][CH:3]([CH3:4])[CH3:5])[CH:7]=2)[CH:29]([CH3:30])[CH3:31])=[O:26])=[CH:23][CH:22]=1, predict the reactants needed to synthesize it. The reactants are: [CH2:1]([N:6]1[C:14]2[C:9](=[CH:10][CH:11]=[CH:12][CH:13]=2)[C:8](/[CH:15]=[CH:16]/[C:17]([OH:19])=O)=[CH:7]1)[CH2:2][CH:3]([CH3:5])[CH3:4].[F:20][C:21]1[CH:33]=[CH:32][C:24]([C:25]([NH:27][NH:28][CH:29]([CH3:31])[CH3:30])=[O:26])=[CH:23][CH:22]=1.CN(C(ON1N=NC2C=CC=NC1=2)=[N+](C)C)C.F[P-](F)(F)(F)(F)F.C(N(CC)C(C)C)(C)C. (2) Given the product [CH3:1][C:2]1[CH:3]=[C:4]([CH:17]=[CH:18][C:19]=1[C:20]1[CH:21]=[CH:22][CH:23]=[CH:24][CH:25]=1)[C:5]([NH:7][CH2:8][CH2:9][CH2:10][CH2:11][CH2:12][C:13]([OH:15])=[O:14])=[O:6], predict the reactants needed to synthesize it. The reactants are: [CH3:1][C:2]1[CH:3]=[C:4]([CH:17]=[CH:18][C:19]=1[C:20]1[CH:25]=[CH:24][CH:23]=[CH:22][CH:21]=1)[C:5]([NH:7][CH2:8][CH2:9][CH2:10][CH2:11][CH2:12][C:13]([O:15]C)=[O:14])=[O:6].O.[OH-].[Li+]. (3) Given the product [I-:17].[OH:8][C:9]1[CH:16]=[CH:15][C:12]([CH2:13][N:5]2[CH:6]=[CH:2][N+:3]([CH3:18])=[CH:4]2)=[CH:11][CH:10]=1, predict the reactants needed to synthesize it. The reactants are: Cl[C:2]1[N:3]=[CH:4][NH:5][C:6]=1Cl.[OH:8][C:9]1[CH:16]=[CH:15][C:12]([CH2:13]O)=[CH:11][CH:10]=1.[I:17][CH3:18].